This data is from Experimentally validated miRNA-target interactions with 360,000+ pairs, plus equal number of negative samples. The task is: Binary Classification. Given a miRNA mature sequence and a target amino acid sequence, predict their likelihood of interaction. (1) The miRNA is hsa-miR-7157-3p with sequence UCUGUGCUACUGGAUGAAGAGU. The protein sequence of the target gene is MAPTLLQKLFNKRGSSGSSAAASAQGRAPKEGPAFSWSCSEFDLNEIRLIVYQDCDRRGRQVLFDSKAVQKIEEVTAQKTEDVPIKISAKCCQGSSSVSSSSSSSISSHSSSGGSSHHAKEQLPKYQYTRPASDVNMLGEMMFGSVAMSYKGSTLKIHYIRSPPQLMISKVFSARMGSFCGSTNNLQDSFEYINQDPNLGKLNTNQNSLGPCRTGSNLAHSTPVDMPSRGQNEDRDSGIARSASLSSLLITPFPSPSSSTSSSSSYQRRWLRSQTTSLENGIIPRRSTDETFSLAEETCS.... Result: 0 (no interaction). (2) The miRNA is hsa-miR-5702 with sequence UGAGUCAGCAACAUAUCCCAUG. The protein sequence of the target gene is MNGQLNGFHEAFIEEGTFLFTSESVGEGHPDKICDQISDAVLDAHLQQDPDAKVACETVAKTGMILLAGEITSRAAIDYQKVVREAIKHIGYDDSSKGFDYKTCNVLVALEQQSPDIAQGVHLDRNEEDIGAGDQGLMFGYATDETEECMPLTIVLAHKLNAKLAELRRNGTLPWLRPDSKTQVTVQYMQDRGAVLPIRVHTIVISVQHDEEVCLDEMRDALKEKVIKAVVPAKYLDEDTIYHLQPSGRFVIGGPQGDAGLTGRKIIVDTYGGWGAHGGGAFSGKDYTKVDRSAAYAARW.... Result: 0 (no interaction). (3) The miRNA is hsa-miR-4441 with sequence ACAGGGAGGAGAUUGUA. The protein sequence of the target gene is MAGRRVNVNVGVLGHIDSGKTALARALSTTASTAAFDKQPQSRERGITLDLGFSCFSVPLPARLRSSLPEFQAAPEAEPEPGEPLLQVTLVDCPGHASLIRTIIGGAQIIDLMMLVIDVTKGMQTQSAECLVIGQIACQKLVVVLNKIDLLPEGKRQAAIDKMTKKMQKTLENTKFRGAPIIPVAAKPGGPEAPETEAPQGIPELIELLTSQISIPTRDPSGPFLMSVDHCFSIKGQGTVMTGTILSGSISLGDSVEIPALKVVKKVKSMQMFHMPITSAMQGDRLGICVTQFDPKLLER.... Result: 0 (no interaction). (4) The miRNA is hsa-miR-6069 with sequence GGGCUAGGGCCUGCUGCCCCC. The protein sequence of the target gene is MASEGLAGALASVLAGQGSSVHSCDSAPAGEPPAPVRLRKNVCYVVLAVFLSEQDEVLLIQEAKRECRGSWYLPAGRMEPGETIVEALQREVKEEAGLHCEPETLLSVEERGPSWVRFVFLARPTGGILKTSKEADAESLQAAWYPRTSLPTPLRAHDILHLVELAAQYRQQARHPLILPQELPCDLVCQRLVATFTSAQTVWVLVGTVGMPHLPVTACGLDPMEQRGGMKMAVLRLLQECLTLHHLVVEIKGLLGLQHLGRDHSDGICLNVLVTVAFRSPGIQDEPPKVRGENFSWWKV.... Result: 0 (no interaction). (5) The miRNA is hsa-miR-889-3p with sequence UUAAUAUCGGACAACCAUUGU. The protein sequence of the target gene is MIVFGWAVFLASRSLGQGLLLTLEEHIAHFLGTGGAATTMGNSCICRDDSGTDDSVDTQQQQAENSAVPTADTRSQPRDPVRPPRRGRGPHEPRRKKQNVDGLVLDTLAVIRTLVDNDQEPPYSMITLHEMAETDEGWLDVVQSLIRVIPLEDPLGPAVITLLLDECPLPTKDALQKLTEILNLNGEVACQDSSHPAKHRNTSAVLGCLAEKLAGPASIGLLSPGILEYLLQCLKLQSHPTVMLFALIALEKFAQTSENKLTISESSISDRLVTLESWANDPDYLKRQVGFCAQWSLDNL.... Result: 0 (no interaction). (6) The miRNA is hsa-miR-6873-3p with sequence UUCUCUCUGUCUUUCUCUCUCAG. The protein sequence of the target gene is MAKTYDYLFKLLLIGDSGVGKTCVLFRFSEDAFNSTFISTIGIDFKIRTIELDGKRIKLQIWDTAGQERFRTITTAYYRGAMGIMLVYDITNEKSFDNIRNWIRNIEEHASADVEKMILGNKCDVNDKRQVSKERGEKLALDYGIKFMETSAKANINVENAFFTLARDIKAKMDKKLEGNSPQGSNQGVKITPDQQKRSSFFRCVLL. Result: 1 (interaction).